This data is from Catalyst prediction with 721,799 reactions and 888 catalyst types from USPTO. The task is: Predict which catalyst facilitates the given reaction. (1) Reactant: [S:1]1[CH:5]=[CH:4][C:3]2[CH:6]([CH2:15][CH:16]([OH:19])[CH2:17][OH:18])[C:7]3[CH:14]=[CH:13][CH:12]=[CH:11][C:8]=3[CH2:9][CH2:10][C:2]1=2.C(N(CC)CC)C.[CH3:27][S:28](Cl)(=[O:30])=[O:29].Cl. Product: [CH3:27][S:28]([O:18][CH2:17][CH:16]([OH:19])[CH2:15][CH:6]1[C:3]2[CH:4]=[CH:5][S:1][C:2]=2[CH2:10][CH2:9][C:8]2[CH:11]=[CH:12][CH:13]=[CH:14][C:7]1=2)(=[O:30])=[O:29]. The catalyst class is: 2. (2) Reactant: [C:1]([O:5][C:6]([N:8]1[CH2:13][C@@H:12]([C:14](=[O:37])[NH:15][CH2:16][C:17]2([CH2:31][CH2:32][CH2:33][CH2:34][O:35][CH3:36])[C:30]3[CH:29]=[CH:28][CH:27]=[CH:26][C:25]=3[O:24][C:23]3[C:18]2=[CH:19][CH:20]=[CH:21][CH:22]=3)[CH2:11][C@@H:10]([C:38]([OH:40])=O)[CH2:9]1)=[O:7])([CH3:4])([CH3:3])[CH3:2].[CH2:41]([NH:43][CH2:44][C:45]1[CH:50]=[CH:49][CH:48]=[CH:47][CH:46]=1)[CH3:42]. Product: [C:1]([O:5][C:6]([N:8]1[CH2:13][C@@H:12]([C:14](=[O:37])[NH:15][CH2:16][C:17]2([CH2:31][CH2:32][CH2:33][CH2:34][O:35][CH3:36])[C:18]3[CH:19]=[CH:20][CH:21]=[CH:22][C:23]=3[O:24][C:29]3[C:30]2=[CH:25][CH:26]=[CH:27][CH:28]=3)[CH2:11][C@@H:10]([C:38](=[O:40])[N:43]([CH2:44][C:45]2[CH:50]=[CH:49][CH:48]=[CH:47][CH:46]=2)[CH2:41][CH3:42])[CH2:9]1)=[O:7])([CH3:3])([CH3:4])[CH3:2]. The catalyst class is: 66.